From a dataset of Forward reaction prediction with 1.9M reactions from USPTO patents (1976-2016). Predict the product of the given reaction. (1) Given the reactants [CH:1]1[C:10]2[C:5](=[CH:6][CH:7]=[CH:8][CH:9]=2)[C:4]([C:11]2[CH:16]=[CH:15][N:14]=[C:13]([NH:17][C:18]3[CH:23]=[C:22]([N+:24]([O-])=O)[CH:21]=[CH:20][C:19]=3[CH3:27])[N:12]=2)=[CH:3][N:2]=1.[H][H], predict the reaction product. The product is: [CH:1]1[C:10]2[C:5](=[CH:6][CH:7]=[CH:8][CH:9]=2)[C:4]([C:11]2[CH:16]=[CH:15][N:14]=[C:13]([NH:17][C:18]3[C:19]([CH3:27])=[CH:20][CH:21]=[C:22]([NH2:24])[CH:23]=3)[N:12]=2)=[CH:3][N:2]=1. (2) Given the reactants [CH:1]([O:4][C:5]([N:7]1[CH2:13][CH2:12][CH2:11][CH:10]([NH:14][CH2:15][C:16]2[CH:21]=[C:20]([C:22]([F:25])([F:24])[F:23])[CH:19]=[C:18]([C:26]([F:29])([F:28])[F:27])[CH:17]=2)[C:9]2[CH:30]=[CH:31][CH:32]=[CH:33][C:8]1=2)=[O:6])([CH3:3])[CH3:2].N1C=CC=CC=1.[C:40](OC(=O)C)(=[O:42])[CH3:41].[OH-].[Na+], predict the reaction product. The product is: [CH:1]([O:4][C:5]([N:7]1[CH2:13][CH2:12][CH2:11][CH:10]([N:14]([C:40](=[O:42])[CH3:41])[CH2:15][C:16]2[CH:21]=[C:20]([C:22]([F:24])([F:25])[F:23])[CH:19]=[C:18]([C:26]([F:29])([F:27])[F:28])[CH:17]=2)[C:9]2[CH:30]=[CH:31][CH:32]=[CH:33][C:8]1=2)=[O:6])([CH3:3])[CH3:2]. (3) Given the reactants [Cl:1][C:2]1[C:3]([N:13]2[CH2:18][CH2:17][NH:16][CH2:15][CH2:14]2)=[N:4][CH:5]=[C:6]([CH:12]=1)[C:7]([O:9][CH2:10][CH3:11])=[O:8].[N:19]([C:22]1[CH:30]=[CH:29][C:25]2[O:26][CH2:27][O:28][C:24]=2[CH:23]=1)=[C:20]=[O:21], predict the reaction product. The product is: [O:26]1[C:25]2[CH:29]=[CH:30][C:22]([NH:19][C:20]([N:16]3[CH2:17][CH2:18][N:13]([C:3]4[C:2]([Cl:1])=[CH:12][C:6]([C:7]([O:9][CH2:10][CH3:11])=[O:8])=[CH:5][N:4]=4)[CH2:14][CH2:15]3)=[O:21])=[CH:23][C:24]=2[O:28][CH2:27]1. (4) Given the reactants I[C:2]1[C:7]([C@H:8]([CH3:14])[CH2:9][C:10]([O:12][CH3:13])=[O:11])=[C:6]([I:15])[N:5]=[CH:4][N:3]=1.[C:16]([N:23]1[CH2:28][CH2:27][NH:26][CH2:25][CH2:24]1)([O:18][C:19]([CH3:22])([CH3:21])[CH3:20])=[O:17].C(N(CC)C(C)C)(C)C, predict the reaction product. The product is: [I:15][C:6]1[N:5]=[CH:4][N:3]=[C:2]([N:26]2[CH2:25][CH2:24][N:23]([C:16]([O:18][C:19]([CH3:22])([CH3:21])[CH3:20])=[O:17])[CH2:28][CH2:27]2)[C:7]=1[C@@H:8]([CH2:9][C:10]([O:12][CH3:13])=[O:11])[CH3:14]. (5) The product is: [C:1]([O:5][C:6]([N:8]1[CH2:13][C@@H:12]([C:14](=[O:37])[NH:15][CH2:16][C:17]2([CH2:31][CH2:32][CH2:33][CH2:34][O:35][CH3:36])[C:30]3[CH:29]=[CH:28][CH:27]=[CH:26][C:25]=3[O:24][C:23]3[C:18]2=[CH:19][CH:20]=[CH:21][CH:22]=3)[CH2:11][C@@H:10]([C:38](=[O:40])[N:45]([CH:42]([CH3:44])[CH3:43])[CH2:46][CH2:47][CH:48]([CH3:50])[CH3:49])[CH2:9]1)=[O:7])([CH3:2])([CH3:3])[CH3:4]. Given the reactants [C:1]([O:5][C:6]([N:8]1[CH2:13][C@@H:12]([C:14](=[O:37])[NH:15][CH2:16][C:17]2([CH2:31][CH2:32][CH2:33][CH2:34][O:35][CH3:36])[C:30]3[CH:29]=[CH:28][CH:27]=[CH:26][C:25]=3[O:24][C:23]3[C:18]2=[CH:19][CH:20]=[CH:21][CH:22]=3)[CH2:11][C@@H:10]([C:38]([OH:40])=O)[CH2:9]1)=[O:7])([CH3:4])([CH3:3])[CH3:2].Cl.[CH:42]([NH:45][CH2:46][CH2:47][CH:48]([CH3:50])[CH3:49])([CH3:44])[CH3:43], predict the reaction product.